Dataset: Catalyst prediction with 721,799 reactions and 888 catalyst types from USPTO. Task: Predict which catalyst facilitates the given reaction. Reactant: [Cl:1][C:2]1[CH:3]=[C:4]([CH:8]2[O:12]C(=O)[N:10]([C:14]([O:16][C:17]([CH3:20])([CH3:19])[CH3:18])=[O:15])[CH:9]2[CH2:21][C:22]2[CH:27]=[CH:26][C:25]([CH2:28][C:29]([F:35])([F:34])[C:30]([F:33])([F:32])[F:31])=[CH:24][CH:23]=2)[CH:5]=[CH:6][CH:7]=1.[OH-].[Na+]. Product: [Cl:1][C:2]1[CH:3]=[C:4]([CH:8]([OH:12])[CH:9]([NH:10][C:14](=[O:15])[O:16][C:17]([CH3:18])([CH3:19])[CH3:20])[CH2:21][C:22]2[CH:23]=[CH:24][C:25]([CH2:28][C:29]([F:35])([F:34])[C:30]([F:33])([F:32])[F:31])=[CH:26][CH:27]=2)[CH:5]=[CH:6][CH:7]=1. The catalyst class is: 364.